Dataset: Catalyst prediction with 721,799 reactions and 888 catalyst types from USPTO. Task: Predict which catalyst facilitates the given reaction. (1) Reactant: [CH3:1][N:2]([CH2:13][C:14]1[NH:18][C:17]2[CH:19]=[CH:20][C:21]([C:23]([OH:25])=O)=[CH:22][C:16]=2[N:15]=1)[CH:3]1[C:12]2[N:11]=[CH:10][CH:9]=[CH:8][C:7]=2[CH2:6][CH2:5][CH2:4]1.C[N:27](C(ON1N=NC2C=CC=NC1=2)=[N+](C)C)C.F[P-](F)(F)(F)(F)F.C(N(CC)C(C)C)(C)C.N. Product: [CH3:1][N:2]([CH2:13][C:14]1[NH:18][C:17]2[CH:19]=[CH:20][C:21]([C:23]([NH2:27])=[O:25])=[CH:22][C:16]=2[N:15]=1)[CH:3]1[C:12]2[N:11]=[CH:10][CH:9]=[CH:8][C:7]=2[CH2:6][CH2:5][CH2:4]1. The catalyst class is: 9. (2) The catalyst class is: 5. Product: [F:38][C:37]([F:40])([F:39])[C:43]([OH:42])=[O:47].[CH:17]([N:15]([CH3:16])[C@@H:12]1[CH2:13][CH2:14][C@H:9]([N:6]2[CH2:7][CH2:8][C@@H:4]([CH2:3][C:2](=[N:44][O:42][CH3:43])[C:31]3[CH:36]=[CH:35][CH:34]=[C:33]([C:37]([F:38])([F:40])[F:39])[CH:32]=3)[C:5]2=[O:30])[C@H:10]([CH2:20][S:21]([C:24]2[CH:29]=[CH:28][CH:27]=[CH:26][CH:25]=2)(=[O:23])=[O:22])[CH2:11]1)([CH3:18])[CH3:19]. Reactant: O=[C:2]([C:31]1[CH:36]=[CH:35][CH:34]=[C:33]([C:37]([F:40])([F:39])[F:38])[CH:32]=1)[CH2:3][C@@H:4]1[CH2:8][CH2:7][N:6]([C@H:9]2[CH2:14][CH2:13][C@@H:12]([N:15]([CH:17]([CH3:19])[CH3:18])[CH3:16])[CH2:11][C@H:10]2[CH2:20][S:21]([C:24]2[CH:29]=[CH:28][CH:27]=[CH:26][CH:25]=2)(=[O:23])=[O:22])[C:5]1=[O:30].Cl.[O:42]([NH2:44])[CH3:43].CC([O-])=[O:47].[Na+]. (3) Product: [CH3:1][S:2]([OH:5])(=[O:4])=[O:3].[CH3:1][S:2]([OH:5])(=[O:4])=[O:3].[CH:6]1([NH:9][C:10](=[O:38])[C:11]2[CH:16]=[CH:15][C:14]([CH3:17])=[C:13]([N:18]3[C:27](=[O:28])[C:26]4[C:21](=[CH:22][CH:23]=[C:24]([N:29]5[CH2:30][CH2:31][N:32]([CH:35]([CH3:36])[CH3:37])[CH2:33][CH2:34]5)[CH:25]=4)[N:20]=[CH:19]3)[CH:12]=2)[CH2:8][CH2:7]1. The catalyst class is: 13. Reactant: [CH3:1][S:2]([OH:5])(=[O:4])=[O:3].[CH:6]1([NH:9][C:10](=[O:38])[C:11]2[CH:16]=[CH:15][C:14]([CH3:17])=[C:13]([N:18]3[C:27](=[O:28])[C:26]4[C:21](=[CH:22][CH:23]=[C:24]([N:29]5[CH2:34][CH2:33][N:32]([CH:35]([CH3:37])[CH3:36])[CH2:31][CH2:30]5)[CH:25]=4)[N:20]=[CH:19]3)[CH:12]=2)[CH2:8][CH2:7]1.